Dataset: Catalyst prediction with 721,799 reactions and 888 catalyst types from USPTO. Task: Predict which catalyst facilitates the given reaction. (1) Reactant: [CH3:1][O:2][C:3]1[CH:4]=[C:5]([CH2:13][C:14]([OH:16])=O)[CH:6]=[C:7]([O:11][CH3:12])[C:8]=1[O:9][CH3:10].[C:17]1([SH:23])[CH:22]=[CH:21][CH:20]=[CH:19][CH:18]=1.C1CCC(N=C=NC2CCCCC2)CC1. Product: [CH3:12][O:11][C:7]1[CH:6]=[C:5]([CH2:13][C:14](=[O:16])[S:23][C:17]2[CH:22]=[CH:21][CH:20]=[CH:19][CH:18]=2)[CH:4]=[C:3]([O:2][CH3:1])[C:8]=1[O:9][CH3:10]. The catalyst class is: 166. (2) Reactant: Br[C:2]1[N:11]=[C:10]([C:12]2[NH:16][C:15]([CH2:17][C:18]3[CH:23]=[CH:22][C:21]([F:24])=[CH:20][CH:19]=3)=[N:14][N:13]=2)[C:9]([OH:25])=[C:8]2[C:3]=1[CH:4]=[CH:5][CH:6]=[N:7]2.[NH:26]1[CH2:31][CH2:30][NH:29][CH2:28][C:27]1=[O:32].O. Product: [F:24][C:21]1[CH:22]=[CH:23][C:18]([CH2:17][C:15]2[NH:16][C:12]([C:10]3[C:9]([OH:25])=[C:8]4[C:3]([CH:4]=[CH:5][CH:6]=[N:7]4)=[C:2]([N:29]4[CH2:30][CH2:31][NH:26][C:27](=[O:32])[CH2:28]4)[N:11]=3)=[N:13][N:14]=2)=[CH:19][CH:20]=1. The catalyst class is: 60. (3) Reactant: [Mg].Br[C:3]1[CH:8]=[CH:7][C:6]([C:9]([F:12])([F:11])[F:10])=[CH:5][CH:4]=1.[F:13][C:14]1[C:15](/[CH:20]=[N:21]/[S@:22]([C:24]([CH3:27])([CH3:26])[CH3:25])=[O:23])=[N:16][CH:17]=[CH:18][CH:19]=1.CCOC(C)=O. Product: [F:13][C:14]1[C:15]([C@H:20]([C:3]2[CH:8]=[CH:7][C:6]([C:9]([F:12])([F:11])[F:10])=[CH:5][CH:4]=2)[NH:21][S@:22]([C:24]([CH3:27])([CH3:26])[CH3:25])=[O:23])=[N:16][CH:17]=[CH:18][CH:19]=1. The catalyst class is: 1. (4) Reactant: [C:1]([Si:5]([CH3:19])([CH3:18])[O:6][C:7]1[CH:8]=[C:9]2[C:13](=[CH:14][CH:15]=1)[N:12]([CH3:16])[N:11]=[C:10]2I)([CH3:4])([CH3:3])[CH3:2].C([Mg]Cl)(C)C.[CH2:25]([Sn:29]([CH2:35][CH2:36][CH2:37][CH3:38])([CH2:31][CH2:32][CH2:33][CH3:34])Cl)[CH2:26][CH2:27][CH3:28]. Product: [C:1]([Si:5]([CH3:19])([CH3:18])[O:6][C:7]1[CH:8]=[C:9]2[C:13](=[CH:14][CH:15]=1)[N:12]([CH3:16])[N:11]=[C:10]2[Sn:29]([CH2:31][CH2:32][CH2:33][CH3:34])([CH2:35][CH2:36][CH2:37][CH3:38])[CH2:25][CH2:26][CH2:27][CH3:28])([CH3:4])([CH3:3])[CH3:2]. The catalyst class is: 1. (5) Reactant: [F:1][C:2]1[CH:7]=[CH:6][C:5]([C:8]2(/[CH:14]=[CH:15]/[C:16](OCC)=[O:17])[CH2:13][CH2:12][CH2:11][CH2:10][CH2:9]2)=[CH:4][CH:3]=1.CC(C[AlH]CC(C)C)C. Product: [F:1][C:2]1[CH:3]=[CH:4][C:5]([C:8]2(/[CH:14]=[CH:15]/[CH2:16][OH:17])[CH2:13][CH2:12][CH2:11][CH2:10][CH2:9]2)=[CH:6][CH:7]=1. The catalyst class is: 11. (6) Reactant: [Si]([O:18][CH2:19][C@@H:20]1[C@H:24]2[O:25][C:26]([CH3:29])([CH3:28])[O:27][C@H:23]2[CH:22]([C:30]2[C:34]3[N:35]=[CH:36][N:37]=[C:38]([NH:39][C@@H:40]4[C:48]5[C:43](=[CH:44][CH:45]=[CH:46][CH:47]=5)[CH2:42][CH2:41]4)[C:33]=3[NH:32][CH:31]=2)[O:21]1)(C(C)(C)C)(C1C=CC=CC=1)C1C=CC=CC=1.[F-].C([N+](CCCC)(CCCC)CCCC)CCC. Product: [C@@H:40]1([NH:39][C:38]2[C:33]3[NH:32][CH:31]=[C:30]([C@H:22]4[C@@H:23]5[O:27][C:26]([CH3:28])([CH3:29])[O:25][C@@H:24]5[C@@H:20]([CH2:19][OH:18])[O:21]4)[C:34]=3[N:35]=[CH:36][N:37]=2)[C:48]2[C:43](=[CH:44][CH:45]=[CH:46][CH:47]=2)[CH2:42][CH2:41]1. The catalyst class is: 1.